From a dataset of Full USPTO retrosynthesis dataset with 1.9M reactions from patents (1976-2016). Predict the reactants needed to synthesize the given product. (1) Given the product [Br-:1].[C:2]([CH2:5][CH2:6][CH2:7][CH2:8][CH2:9][N+:10]1[C:18]2[C:13](=[CH:14][CH:15]=[CH:16][CH:17]=2)[C:12]([CH3:20])([CH3:19])[C:11]=1[CH:21]=[CH:29][NH:28][C:22]1[CH:27]=[CH:26][CH:25]=[CH:24][CH:23]=1)([OH:4])=[O:3], predict the reactants needed to synthesize it. The reactants are: [Br-:1].[C:2]([CH2:5][CH2:6][CH2:7][CH2:8][CH2:9][N+:10]1[C:18]2[C:13](=[CH:14][CH:15]=[CH:16][CH:17]=2)[C:12]([CH3:20])([CH3:19])[C:11]=1[CH3:21])([OH:4])=[O:3].[C:22]1([NH:28][CH:29]=NC2C=CC=CC=2)[CH:27]=[CH:26][CH:25]=[CH:24][CH:23]=1. (2) Given the product [CH2:1]([O:3][C:4]([C:6]1[N:7]([CH3:37])[N:8]=[C:9]([C:12]2[CH:17]=[CH:16][C:15]([O:18][CH2:19][C:20]3[C:25]([N:26]4[C:30](=[O:31])[N:29]([CH3:32])[N:28]=[N:27]4)=[CH:24][CH:23]=[CH:22][C:21]=3[CH:33]3[CH2:34][CH2:35]3)=[C:14]([CH3:36])[CH:13]=2)[C:10]=1[CH3:11])=[O:5])[CH3:2], predict the reactants needed to synthesize it. The reactants are: [CH2:1]([O:3][C:4]([C:6]1[NH:7][N:8]=[C:9]([C:12]2[CH:17]=[CH:16][C:15]([O:18][CH2:19][C:20]3[C:25]([N:26]4[C:30](=[O:31])[N:29]([CH3:32])[N:28]=[N:27]4)=[CH:24][CH:23]=[CH:22][C:21]=3[CH:33]3[CH2:35][CH2:34]3)=[C:14]([CH3:36])[CH:13]=2)[C:10]=1[CH3:11])=[O:5])[CH3:2].[C:37]1(C)C=CC=CC=1.S(OC)(OC)(=O)=O. (3) The reactants are: [CH:1]1([N:4]2[C:8]([NH:9][C:10](=[O:12])[CH3:11])=[C:7](I)[CH:6]=[N:5]2)[CH2:3][CH2:2]1.[CH:14]1([O:18][C:19]2[C:28](B3OC(C)(C)C(C)(C)O3)=[CH:27][CH:26]=[C:25]3[C:20]=2[CH2:21][CH2:22][C@H:23]([CH3:43])[N:24]3[C:38]([CH:40]2[CH2:42][CH2:41]2)=[O:39])[CH2:17][CH2:16][CH2:15]1.C(=O)([O-])[O-].[Na+].[Na+].O1CCOCC1. Given the product [CH:14]1([O:18][C:19]2[C:28]([C:7]3[CH:6]=[N:5][N:4]([CH:1]4[CH2:3][CH2:2]4)[C:8]=3[NH:9][C:10](=[O:12])[CH3:11])=[CH:27][CH:26]=[C:25]3[C:20]=2[CH2:21][CH2:22][C@H:23]([CH3:43])[N:24]3[C:38]([CH:40]2[CH2:41][CH2:42]2)=[O:39])[CH2:17][CH2:16][CH2:15]1, predict the reactants needed to synthesize it. (4) The reactants are: N1([NH:7][C:8]([O:10][CH2:11][C:12]2[CH:17]=[CH:16][CH:15]=[CH:14][CH:13]=2)=[O:9])CCNCC1.[CH3:18][N:19]([CH3:24])[CH2:20][C:21](O)=[O:22].Cl.C(N=C=NCCCN(C)C)C.O.ON1C2C=CC=CC=2N=N1.[CH2:48]([N:50](CC)[CH2:51][CH3:52])[CH3:49]. Given the product [CH3:18][N:19]([CH3:24])[CH2:20][C:21]([N:50]1[CH2:51][CH2:52][N:7]([C:8]([O:10][CH2:11][C:12]2[CH:13]=[CH:14][CH:15]=[CH:16][CH:17]=2)=[O:9])[CH2:49][CH2:48]1)=[O:22], predict the reactants needed to synthesize it. (5) Given the product [CH2:23]([CH:15]([NH:14][C:11]([C:8]1[CH:9]=[CH:10][C:4]2[O:3][C:2]([CH3:1])=[N:6][C:5]=2[CH:7]=1)=[O:13])[CH2:16][CH2:17][CH3:18])[CH2:22][CH3:21], predict the reactants needed to synthesize it. The reactants are: [CH3:1][C:2]1[O:3][C:4]2[CH:10]=[CH:9][C:8]([C:11]([OH:13])=O)=[CH:7][C:5]=2[N:6]=1.[NH2:14][C:15]1[CH:16]=[C:17]([CH:21]=[CH:22][C:23]=1O)[C:18](O)=O.C(OC)(OC)(OC)C. (6) The reactants are: [C:12]([O:11][C:9](O[C:9]([O:11][C:12]([CH3:15])([CH3:14])[CH3:13])=[O:10])=[O:10])([CH3:15])([CH3:14])[CH3:13].[C:16]1([C:22]2[CH2:27][NH:26][CH2:25][CH2:24][CH:23]=2)[CH:21]=[CH:20][CH:19]=[CH:18][CH:17]=1. Given the product [C:16]1([C:22]2[CH2:27][N:26]([C:9]([O:11][C:12]([CH3:13])([CH3:14])[CH3:15])=[O:10])[CH2:25][CH2:24][CH:23]=2)[CH:21]=[CH:20][CH:19]=[CH:18][CH:17]=1, predict the reactants needed to synthesize it.